Predict which catalyst facilitates the given reaction. From a dataset of Catalyst prediction with 721,799 reactions and 888 catalyst types from USPTO. (1) Reactant: [Cl:1][C:2]1[C:3]([O:9][C:10]2[CH:17]=[C:16]([O:18][CH2:19][CH2:20][O:21][CH3:22])[CH:15]=[CH:14][C:11]=2[CH:12]=O)=[N:4][CH:5]=[C:6]([Cl:8])[CH:7]=1.[CH3:23][CH:24](C(O)=O)[C:25]([OH:27])=[O:26].N1CCCC1.Cl. Product: [Cl:1][C:2]1[C:3]([O:9][C:10]2[CH:17]=[C:16]([O:18][CH2:19][CH2:20][O:21][CH3:22])[CH:15]=[CH:14][C:11]=2/[CH:12]=[C:24](\[CH3:23])/[C:25]([OH:27])=[O:26])=[N:4][CH:5]=[C:6]([Cl:8])[CH:7]=1. The catalyst class is: 86. (2) The catalyst class is: 165. Reactant: [CH2:1]([O:3][C:4](=[O:13])[CH:5](I)[O:6][C:7]([S:9][CH2:10][CH3:11])=[O:8])[CH3:2].[CH3:14][CH:15]([CH3:19])[C:16]([OH:18])=[O:17].CCN(C(C)C)C(C)C. Product: [CH2:1]([O:3][C:4]([CH:5]([O:18][C:16](=[O:17])[CH:15]([CH3:19])[CH3:14])[O:6][C:7]([S:9][CH2:10][CH3:11])=[O:8])=[O:13])[CH3:2]. (3) Reactant: C([O:8][CH2:9][CH2:10][N:11]1[CH2:15][C@H:14]([CH3:16])[O:13][C:12]1=[O:17])C1C=CC=CC=1. Product: [OH:8][CH2:9][CH2:10][N:11]1[CH2:15][C@H:14]([CH3:16])[O:13][C:12]1=[O:17]. The catalyst class is: 78.